Dataset: Peptide-MHC class I binding affinity with 185,985 pairs from IEDB/IMGT. Task: Regression. Given a peptide amino acid sequence and an MHC pseudo amino acid sequence, predict their binding affinity value. This is MHC class I binding data. (1) The peptide sequence is MPTYIRNTL. The MHC is HLA-A01:01 with pseudo-sequence HLA-A01:01. The binding affinity (normalized) is 0. (2) The peptide sequence is SMFERDFHF. The MHC is BoLA-HD6 with pseudo-sequence BoLA-HD6. The binding affinity (normalized) is 0.851. (3) The MHC is HLA-A11:01 with pseudo-sequence HLA-A11:01. The binding affinity (normalized) is 0.353. The peptide sequence is AAISDYDYY. (4) The peptide sequence is KSWPLNEGI. The MHC is HLA-A32:01 with pseudo-sequence HLA-A32:01. The binding affinity (normalized) is 0.461. (5) The peptide sequence is GLLNMADKK. The MHC is Mamu-B8301 with pseudo-sequence Mamu-B8301. The binding affinity (normalized) is 0.344. (6) The peptide sequence is DFGYATMAK. The MHC is HLA-B57:01 with pseudo-sequence HLA-B57:01. The binding affinity (normalized) is 0.0847. (7) The peptide sequence is VILYFMYRK. The MHC is HLA-A29:02 with pseudo-sequence HLA-A29:02. The binding affinity (normalized) is 0.0847.